From a dataset of Forward reaction prediction with 1.9M reactions from USPTO patents (1976-2016). Predict the product of the given reaction. (1) Given the reactants [N+:1]([C:4]1[CH:5]=[C:6]([CH:15]=[CH:16][CH:17]=1)[CH2:7][CH2:8][N:9]1[CH2:14][CH2:13][CH2:12][CH2:11][CH2:10]1)([O-])=O.[H][H], predict the reaction product. The product is: [N:9]1([CH2:8][CH2:7][C:6]2[CH:5]=[C:4]([NH2:1])[CH:17]=[CH:16][CH:15]=2)[CH2:14][CH2:13][CH2:12][CH2:11][CH2:10]1. (2) Given the reactants Br[CH2:2][C:3]1[O:7][N:6]=[C:5]([NH:8][C:9](=[O:12])[O:10][CH3:11])[CH:4]=1.ClCC1N(C)N=C(C)N=1.[CH:22]1([C:27]2([CH2:35][CH2:36][C:37]3[CH:42]=[CH:41][C:40]([CH:43]([F:45])[F:44])=[C:39]([F:46])[CH:38]=3)[O:32][C:31](=[O:33])[CH2:30][C:29](=[O:34])[CH2:28]2)[CH2:26][CH2:25][CH2:24][CH2:23]1, predict the reaction product. The product is: [CH:22]1([C:27]2([CH2:35][CH2:36][C:37]3[CH:42]=[CH:41][C:40]([CH:43]([F:45])[F:44])=[C:39]([F:46])[CH:38]=3)[O:32][C:31](=[O:33])[C:30]([CH2:2][C:3]3[O:7][N:6]=[C:5]([NH:8][C:9](=[O:12])[O:10][CH3:11])[CH:4]=3)=[C:29]([OH:34])[CH2:28]2)[CH2:26][CH2:25][CH2:24][CH2:23]1. (3) Given the reactants Br[C:2]1[CH:3]=[C:4]2[C:9](=[CH:10][CH:11]=1)[CH:8]=[C:7]([N:12]([CH3:14])[CH3:13])[CH:6]=[CH:5]2.[CH3:15][O:16][C:17]1[CH:22]=[CH:21][C:20](B(O)O)=[CH:19][CH:18]=1, predict the reaction product. The product is: [CH3:15][O:16][C:17]1[CH:22]=[CH:21][C:20]([C:2]2[CH:3]=[C:4]3[C:9](=[CH:10][CH:11]=2)[CH:8]=[C:7]([N:12]([CH3:14])[CH3:13])[CH:6]=[CH:5]3)=[CH:19][CH:18]=1. (4) Given the reactants O.NN.[CH3:4][O:5][C:6]1[CH:14]=[CH:13][CH:12]=[C:11]2[C:7]=1[C:8](=O)[C:9](=[O:15])[NH:10]2.C([O-])(=O)C.[Na+], predict the reaction product. The product is: [CH3:4][O:5][C:6]1[CH:14]=[CH:13][CH:12]=[C:11]2[C:7]=1[CH2:8][C:9](=[O:15])[NH:10]2. (5) Given the reactants [C:1](=[O:12])(OC(Cl)(Cl)Cl)OC(Cl)(Cl)Cl.[NH:13]([C:15]1[CH:20]=[C:19]([I:21])[CH:18]=[CH:17][N:16]=1)[NH2:14].C(N(CC)CC)C.O, predict the reaction product. The product is: [I:21][C:19]1[CH:18]=[CH:17][N:16]2[C:1](=[O:12])[NH:14][N:13]=[C:15]2[CH:20]=1.